Dataset: Forward reaction prediction with 1.9M reactions from USPTO patents (1976-2016). Task: Predict the product of the given reaction. Given the reactants [CH2:1]([NH:4][C:5]([NH:7][NH:8][C:9](=O)[CH2:10][O:11][C:12]([C:25]1[CH:30]=[CH:29][CH:28]=[CH:27][CH:26]=1)([C:19]1[CH:24]=[CH:23][CH:22]=[CH:21][CH:20]=1)[C:13]1[CH:18]=[CH:17][CH:16]=[CH:15][CH:14]=1)=[O:6])[CH2:2][CH3:3].[OH-].[K+], predict the reaction product. The product is: [CH2:1]([N:4]1[C:5](=[O:6])[NH:7][N:8]=[C:9]1[CH2:10][O:11][C:12]([C:25]1[CH:30]=[CH:29][CH:28]=[CH:27][CH:26]=1)([C:19]1[CH:20]=[CH:21][CH:22]=[CH:23][CH:24]=1)[C:13]1[CH:18]=[CH:17][CH:16]=[CH:15][CH:14]=1)[CH2:2][CH3:3].